From a dataset of Full USPTO retrosynthesis dataset with 1.9M reactions from patents (1976-2016). Predict the reactants needed to synthesize the given product. (1) Given the product [CH:25]1([NH:24][C:22]([C:6]2[N:7]=[N:8][N:9]([C:10]3[CH:15]=[CH:14][C:13]([NH:16][C:17]([NH:19][CH2:20][CH3:21])=[O:18])=[CH:12][CH:11]=3)[C:5]=2[CH2:1][CH2:40][CH:41]([OH:42])[CH2:43][OH:36])=[O:23])[CH2:27][CH2:26]1, predict the reactants needed to synthesize it. The reactants are: [CH2:1]([C:5]1[N:9]([C:10]2[CH:15]=[CH:14][C:13]([NH:16][C:17]([NH:19][CH2:20][CH3:21])=[O:18])=[CH:12][CH:11]=2)[N:8]=[N:7][C:6]=1[C:22]([NH:24][CH:25]1[CH2:27][CH2:26]1)=[O:23])CC=C.C(#N)C.O.C[N+]1([O-])CC[O:36]CC1.[CH3:40][C:41]([CH3:43])=[O:42]. (2) Given the product [CH2:1]([O:5][CH2:6][CH2:7][O:8][C:9]1[CH:14]=[CH:13][C:12]([C:15]2[CH:16]=[CH:17][C:18]3[N:24]([CH2:25][CH:26]([CH3:27])[CH3:28])[CH2:23][CH2:22][C:21]([C:29]([NH:31][C:32]4[CH:50]=[CH:49][C:35]5[N:36]=[C:37]([S:39]([CH2:40][C:41]6[N:45]([CH2:46][CH2:47][CH3:48])[CH:44]=[N:43][CH:42]=6)=[O:60])[NH:38][C:34]=5[CH:33]=4)=[O:30])=[CH:20][C:19]=3[CH:51]=2)=[CH:11][CH:10]=1)[CH2:2][CH2:3][CH3:4], predict the reactants needed to synthesize it. The reactants are: [CH2:1]([O:5][CH2:6][CH2:7][O:8][C:9]1[CH:14]=[CH:13][C:12]([C:15]2[CH:16]=[CH:17][C:18]3[N:24]([CH2:25][CH:26]([CH3:28])[CH3:27])[CH2:23][CH2:22][C:21]([C:29]([NH:31][C:32]4[CH:50]=[CH:49][C:35]5[N:36]=[C:37]([S:39][CH2:40][C:41]6[N:45]([CH2:46][CH2:47][CH3:48])[CH:44]=[N:43][CH:42]=6)[NH:38][C:34]=5[CH:33]=4)=[O:30])=[CH:20][C:19]=3[CH:51]=2)=[CH:11][CH:10]=1)[CH2:2][CH2:3][CH3:4].ClC1C=CC=C(C(OO)=[O:60])C=1.S([O-])([O-])(=O)=S.[Na+].[Na+].